This data is from CYP2C19 inhibition data for predicting drug metabolism from PubChem BioAssay. The task is: Regression/Classification. Given a drug SMILES string, predict its absorption, distribution, metabolism, or excretion properties. Task type varies by dataset: regression for continuous measurements (e.g., permeability, clearance, half-life) or binary classification for categorical outcomes (e.g., BBB penetration, CYP inhibition). Dataset: cyp2c19_veith. (1) The molecule is CC(=O)/C(=C\c1ccccc1F)C(=O)c1ccccc1. The result is 1 (inhibitor). (2) The drug is CC(C)CNc1ncnc2c1sc1nc(N3CCOCC3)c3c(c12)CC(C)(C)OC3. The result is 1 (inhibitor). (3) The compound is COC(=O)C/C=C\[C@@H](C)[C@@H]1C=C[C@H](OC(C)=O)[C@H](COC(C)=O)O1. The result is 0 (non-inhibitor).